Dataset: Forward reaction prediction with 1.9M reactions from USPTO patents (1976-2016). Task: Predict the product of the given reaction. (1) Given the reactants [Cl:1][C:2]1[CH:7]=[CH:6][C:5](I)=[C:4]([Cl:9])[CH:3]=1.C([Mg]Cl)(C)C.[C:15]([O:19][C:20]([N:22]1[CH2:27][CH2:26][C:25](=[O:28])[CH2:24][CH2:23]1)=[O:21])([CH3:18])([CH3:17])[CH3:16].[BH4-].[Na+], predict the reaction product. The product is: [C:15]([O:19][C:20]([N:22]1[CH2:27][CH2:26][C:25]([C:5]2[CH:6]=[CH:7][C:2]([Cl:1])=[CH:3][C:4]=2[Cl:9])([OH:28])[CH2:24][CH2:23]1)=[O:21])([CH3:18])([CH3:16])[CH3:17]. (2) Given the reactants [Cl:1][C:2]1[C:11]([OH:12])=[C:10]([OH:13])[CH:9]=[C:8]2[C:3]=1[CH2:4][CH2:5][NH:6][C:7]2=[O:14].[C:15](=[O:18])([O-])[O-].[K+].[K+].Cl[CH2:22][C:23]1[CH:28]=[CH:27][C:26]([O:29][CH3:30])=[CH:25][CH:24]=1, predict the reaction product. The product is: [Cl:1][C:2]1[C:11]([O:12][CH2:22][C:23]2[CH:28]=[CH:27][C:26]([O:29][CH3:30])=[CH:25][CH:24]=2)=[C:10]([O:13][CH2:4][C:3]2[CH:8]=[CH:9][C:10]([O:18][CH3:15])=[CH:11][CH:2]=2)[CH:9]=[C:8]2[C:3]=1[CH2:4][CH2:5][NH:6][C:7]2=[O:14]. (3) The product is: [CH:1]1([N:4]([CH:5]2[CH2:10][CH2:9][N:8]([C:11]3[C:16]([F:17])=[CH:15][C:14]([C:18]([F:20])([F:19])[F:21])=[CH:13][N:12]=3)[CH2:7][CH2:6]2)[C:26](=[O:27])[C:25]2[CH:29]=[CH:30][C:31]([N:32]3[CH:36]=[CH:35][N:34]=[C:33]3[CH3:37])=[C:23]([F:22])[CH:24]=2)[CH2:2][CH2:3]1. Given the reactants [CH:1]1([NH:4][CH:5]2[CH2:10][CH2:9][N:8]([C:11]3[C:16]([F:17])=[CH:15][C:14]([C:18]([F:21])([F:20])[F:19])=[CH:13][N:12]=3)[CH2:7][CH2:6]2)[CH2:3][CH2:2]1.[F:22][C:23]1[CH:24]=[C:25]([CH:29]=[CH:30][C:31]=1[N:32]1[CH:36]=[CH:35][N:34]=[C:33]1[CH3:37])[C:26](O)=[O:27], predict the reaction product. (4) The product is: [C:1]([O:5][C:6](=[O:36])[CH2:7][C@@:8]1([C:24]([O:26][CH2:27][C:28]2[CH:33]=[CH:32][C:31]([O:34][CH3:35])=[CH:30][CH:29]=2)=[O:25])[C@H:12]([CH3:13])[CH2:11][N:10]([C:14]([O:16][CH2:17][C:18]2[CH:19]=[CH:20][CH:21]=[CH:22][CH:23]=2)=[O:15])[CH2:9]1)([CH3:4])([CH3:2])[CH3:3]. Given the reactants [C:1]([O:5][C:6](=[O:36])[CH2:7][C:8]1([C:24]([O:26][CH2:27][C:28]2[CH:33]=[CH:32][C:31]([O:34][CH3:35])=[CH:30][CH:29]=2)=[O:25])[CH:12]([CH3:13])[CH2:11][N:10]([C:14]([O:16][CH2:17][C:18]2[CH:23]=[CH:22][CH:21]=[CH:20][CH:19]=2)=[O:15])[CH2:9]1)([CH3:4])([CH3:3])[CH3:2], predict the reaction product. (5) Given the reactants [CH:1]1[C:6]([OH:7])=[CH:5][C:4]2[O:8][C:9]([CH:11]=[CH:12][C:3]=2[CH:2]=1)=[O:10].CC1C=CC(S(O[CH2:24][CH2:25][O:26][CH2:27][CH2:28][O:29][CH2:30][CH2:31][Cl:32])(=O)=O)=CC=1.C([O-])([O-])=O.[K+].[K+].C1OCCOCCOCCOCCOCCOC1, predict the reaction product. The product is: [Cl:32][CH2:31][CH2:30][O:29][CH2:28][CH2:27][O:26][CH2:25][CH2:24][O:7][C:6]1[CH:5]=[C:4]2[C:3]([CH:12]=[CH:11][C:9](=[O:10])[O:8]2)=[CH:2][CH:1]=1.